Dataset: Peptide-MHC class I binding affinity with 185,985 pairs from IEDB/IMGT. Task: Regression. Given a peptide amino acid sequence and an MHC pseudo amino acid sequence, predict their binding affinity value. This is MHC class I binding data. (1) The peptide sequence is ASPTWRIPERL. The MHC is Mamu-A01 with pseudo-sequence Mamu-A01. The binding affinity (normalized) is 0.682. (2) The peptide sequence is GLYNRHRGR. The MHC is HLA-A02:03 with pseudo-sequence HLA-A02:03. The binding affinity (normalized) is 0.0847. (3) The peptide sequence is AASGFTFSSY. The MHC is HLA-A30:02 with pseudo-sequence HLA-A30:02. The binding affinity (normalized) is 0.587. (4) The peptide sequence is YTYDRVDIYY. The MHC is HLA-A31:01 with pseudo-sequence HLA-A31:01. The binding affinity (normalized) is 0.140.